This data is from Retrosynthesis with 50K atom-mapped reactions and 10 reaction types from USPTO. The task is: Predict the reactants needed to synthesize the given product. (1) The reactants are: ClCOc1ccc(Cl)cc1.Cn1c(=O)[nH]c(=O)c2c1ncn2Cc1ccccc1. Given the product Cn1c(=O)n(COc2ccc(Cl)cc2)c(=O)c2c1ncn2Cc1ccccc1, predict the reactants needed to synthesize it. (2) Given the product CC(C)c1ccc2c(c1)OC1(O)c3cccc(N)c3C(=O)C21NC(=O)c1ccc([N+](=O)[O-])cc1, predict the reactants needed to synthesize it. The reactants are: CC(C)c1ccc2c(c1)OC1(O)c3cccc([N+](=O)[O-])c3C(=O)C21NC(=O)c1ccc([N+](=O)[O-])cc1. (3) The reactants are: CC(C)CN.COc1cc(C(=O)Cl)cc(OC)c1OC. Given the product COc1cc(C(=O)NCC(C)C)cc(OC)c1OC, predict the reactants needed to synthesize it. (4) Given the product COCCn1cc(C(=O)N2CCC(c3cc(CNC(=O)C(F)(F)F)ccc3F)CC2)c2c(C(=O)N3CCCC3)cccc21, predict the reactants needed to synthesize it. The reactants are: COCCn1cc(C(=O)O)c2c(C(=O)N3CCCC3)cccc21.O=C(NCc1ccc(F)c(C2CCNCC2)c1)C(F)(F)F. (5) Given the product CC(C)(C)OC(=O)N1CCC(CN)(c2ccc(I)cc2)CC1, predict the reactants needed to synthesize it. The reactants are: CC(C)(C)OC(=O)N1CCC(C#N)(c2ccc(I)cc2)CC1. (6) Given the product O=C(Cc1ccccc1O)Nc1ccccc1-c1cc2ccccc2[nH]1, predict the reactants needed to synthesize it. The reactants are: COc1ccccc1CC(=O)Nc1ccccc1-c1cc2ccccc2[nH]1. (7) Given the product CCCOc1c(C)cccc1C(=O)N1Cc2ccc(Br)cc2CC1C(=O)OC, predict the reactants needed to synthesize it. The reactants are: CCCBr.COC(=O)C1Cc2cc(Br)ccc2CN1C(=O)c1cccc(C)c1O. (8) Given the product N#Cc1ccc(OCCCO)cc1, predict the reactants needed to synthesize it. The reactants are: N#Cc1ccc(O)cc1.OCCCBr. (9) Given the product C[C@H]1CN(c2cc3c(c(N)c2F)c(=O)c(C(=O)O)cn3C2CC2)C[C@@H](C)N1, predict the reactants needed to synthesize it. The reactants are: C[C@H]1CNC[C@@H](C)N1.Nc1c(F)c(F)cc2c1c(=O)c(C(=O)O)cn2C1CC1.